Dataset: Forward reaction prediction with 1.9M reactions from USPTO patents (1976-2016). Task: Predict the product of the given reaction. (1) Given the reactants O[C:2]1([C:17]2[C:25]([OH:26])=[CH:24][C:20]3[O:21][CH2:22][O:23][C:19]=3[CH:18]=2)[C:6]2[CH:7]=[N:8][CH:9]=[CH:10][C:5]=2[N:4]([CH2:11][CH2:12][CH2:13][CH2:14][CH3:15])[C:3]1=[O:16].C([SiH](CC)CC)C.FC(F)(F)C(O)=O, predict the reaction product. The product is: [OH:26][C:25]1[C:17]([CH:2]2[C:6]3[CH:7]=[N:8][CH:9]=[CH:10][C:5]=3[N:4]([CH2:11][CH2:12][CH2:13][CH2:14][CH3:15])[C:3]2=[O:16])=[CH:18][C:19]2[O:23][CH2:22][O:21][C:20]=2[CH:24]=1. (2) Given the reactants [CH3:1][C:2]1[N:7]2[N:8]=[C:9]([CH:11]3[CH2:13][CH:12]3[C:14]([O:16]CC)=[O:15])[N:10]=[C:6]2[C:5]([CH3:19])=[N:4][CH:3]=1.[OH-].[Na+], predict the reaction product. The product is: [CH3:1][C:2]1[N:7]2[N:8]=[C:9]([CH:11]3[CH2:13][CH:12]3[C:14]([OH:16])=[O:15])[N:10]=[C:6]2[C:5]([CH3:19])=[N:4][CH:3]=1. (3) Given the reactants [Cl:1][C:2]1[N:3]=[C:4]([N:11]2[CH2:16][CH2:15][O:14][CH2:13][CH2:12]2)[C:5]2[S:10][CH:9]=[CH:8][C:6]=2[N:7]=1.[CH3:17][O:18][CH2:19][C:20](=[O:22])[CH3:21], predict the reaction product. The product is: [Cl:1][C:2]1[N:3]=[C:4]([N:11]2[CH2:16][CH2:15][O:14][CH2:13][CH2:12]2)[C:5]2[S:10][C:9]([C:20]([OH:22])([CH3:21])[CH2:19][O:18][CH3:17])=[CH:8][C:6]=2[N:7]=1. (4) Given the reactants [Cl:1][C:2]1[CH:7]=[CH:6][N:5]=[C:4]([NH2:8])[CH:3]=1.Cl[CH2:10][CH:11]=O.C(=O)([O-])O.[Na+], predict the reaction product. The product is: [Cl:1][C:2]1[CH:7]=[CH:6][N:5]2[CH:10]=[CH:11][N:8]=[C:4]2[CH:3]=1. (5) Given the reactants C(Cl)(=O)C(Cl)=O.[CH2:7]([O:14][C:15]([N:17]([CH2:19][C:20]1[CH:25]=[CH:24][C:23]([C:26]2[O:27][C:28]3[C:29](=[C:31]([C:35](O)=[O:36])[CH:32]=[CH:33][CH:34]=3)[N:30]=2)=[CH:22][CH:21]=1)[CH3:18])=[O:16])[C:8]1[CH:13]=[CH:12][CH:11]=[CH:10][CH:9]=1.[NH4+:38].[OH-].O, predict the reaction product. The product is: [C:35]([C:31]1[C:29]2[N:30]=[C:26]([C:23]3[CH:24]=[CH:25][C:20]([CH2:19][N:17]([CH3:18])[C:15](=[O:16])[O:14][CH2:7][C:8]4[CH:13]=[CH:12][CH:11]=[CH:10][CH:9]=4)=[CH:21][CH:22]=3)[O:27][C:28]=2[CH:34]=[CH:33][CH:32]=1)(=[O:36])[NH2:38].